Dataset: Retrosynthesis with 50K atom-mapped reactions and 10 reaction types from USPTO. Task: Predict the reactants needed to synthesize the given product. (1) Given the product C[C@H](NC(=O)OCc1ccccc1)C(=O)c1cc(C(F)(F)F)cc(C(F)(F)F)c1, predict the reactants needed to synthesize it. The reactants are: CON(C)C(=O)[C@H](C)NC(=O)OCc1ccccc1.FC(F)(F)c1cc(Br)cc(C(F)(F)F)c1. (2) Given the product CC(C)n1nc(-c2nc(C#Cc3ccccc3)c(N)nc2-c2ccccc2)ccc1=O, predict the reactants needed to synthesize it. The reactants are: C#Cc1ccccc1.CC(C)n1nc(-c2nc(Br)c(N)nc2-c2ccccc2)ccc1=O. (3) Given the product COc1ccc(F)c(-c2ccc(COc3cc(C(CC(=O)O)C4CC4)ccc3F)nc2CC(C)(C)C)c1, predict the reactants needed to synthesize it. The reactants are: COC(=O)CC(c1ccc(F)c(OCc2ccc(-c3cc(OC)ccc3F)c(CC(C)(C)C)n2)c1)C1CC1. (4) Given the product COC(=O)c1cccc2c1c1c(O)c3c(cc1n2Cc1ccccc1)CCCC3, predict the reactants needed to synthesize it. The reactants are: COC(=O)c1cccc2c1c1c(OC)c3c(cc1n2Cc1ccccc1)CCCC3. (5) Given the product O=C(OCc1ccccc1)N1CCC(CN2CCC(Cc3ccc(F)cc3)CC2)C1, predict the reactants needed to synthesize it. The reactants are: Fc1ccc(CC2CCNCC2)cc1.O=CC1CCN(C(=O)OCc2ccccc2)C1. (6) Given the product Cc1cccn2c(=O)c(N)c(Cl)nc12, predict the reactants needed to synthesize it. The reactants are: Cc1cccn2c(=O)c([N+](=O)[O-])c(Cl)nc12. (7) Given the product CCOC(=O)C(NC(=O)c1cnccn1)C(=O)OCC, predict the reactants needed to synthesize it. The reactants are: CCOC(=O)C(N)C(=O)OCC.O=C(O)c1cnccn1. (8) Given the product COc1c(O)cccc1C=O, predict the reactants needed to synthesize it. The reactants are: CI.O=Cc1cccc(O)c1O.